Regression. Given two drug SMILES strings and cell line genomic features, predict the synergy score measuring deviation from expected non-interaction effect. From a dataset of NCI-60 drug combinations with 297,098 pairs across 59 cell lines. Drug 2: CN1C=C(C=N1)C2=C3N=C(C(=C(N3N=C2)N)Br)C4CCCNC4. Cell line: HT29. Synergy scores: CSS=55.9, Synergy_ZIP=2.75, Synergy_Bliss=2.50, Synergy_Loewe=11.3, Synergy_HSA=13.2. Drug 1: CC1=C(C(=CC=C1)Cl)NC(=O)C2=CN=C(S2)NC3=CC(=NC(=N3)C)N4CCN(CC4)CCO.